From a dataset of Merck oncology drug combination screen with 23,052 pairs across 39 cell lines. Regression. Given two drug SMILES strings and cell line genomic features, predict the synergy score measuring deviation from expected non-interaction effect. (1) Drug 1: CC1CC2C3CCC4=CC(=O)C=CC4(C)C3(F)C(O)CC2(C)C1(O)C(=O)CO. Cell line: A2058. Synergy scores: synergy=-0.548. Drug 2: NC1(c2ccc(-c3nc4ccn5c(=O)[nH]nc5c4cc3-c3ccccc3)cc2)CCC1. (2) Drug 1: CCC1(O)CC2CN(CCc3c([nH]c4ccccc34)C(C(=O)OC)(c3cc4c(cc3OC)N(C)C3C(O)(C(=O)OC)C(OC(C)=O)C5(CC)C=CCN6CCC43C65)C2)C1. Drug 2: Cn1c(=O)n(-c2ccc(C(C)(C)C#N)cc2)c2c3cc(-c4cnc5ccccc5c4)ccc3ncc21. Cell line: UACC62. Synergy scores: synergy=23.4. (3) Drug 1: COc1cc(C2c3cc4c(cc3C(OC3OC5COC(C)OC5C(O)C3O)C3COC(=O)C23)OCO4)cc(OC)c1O. Drug 2: NC(=O)c1cccc2cn(-c3ccc(C4CCCNC4)cc3)nc12. Cell line: RPMI7951. Synergy scores: synergy=2.18. (4) Drug 1: COc1cc(C2c3cc4c(cc3C(OC3OC5COC(C)OC5C(O)C3O)C3COC(=O)C23)OCO4)cc(OC)c1O. Drug 2: Cc1nc(Nc2ncc(C(=O)Nc3c(C)cccc3Cl)s2)cc(N2CCN(CCO)CC2)n1. Cell line: A2780. Synergy scores: synergy=66.6. (5) Drug 1: O=C(CCCCCCC(=O)Nc1ccccc1)NO. Drug 2: CNC(=O)c1cc(Oc2ccc(NC(=O)Nc3ccc(Cl)c(C(F)(F)F)c3)cc2)ccn1. Cell line: DLD1. Synergy scores: synergy=2.69. (6) Drug 1: O=C(NOCC(O)CO)c1ccc(F)c(F)c1Nc1ccc(I)cc1F. Drug 2: Cn1cc(-c2cnn3c(N)c(Br)c(C4CCCNC4)nc23)cn1. Cell line: T47D. Synergy scores: synergy=-11.5. (7) Drug 1: O=C(CCCCCCC(=O)Nc1ccccc1)NO. Drug 2: C=CCn1c(=O)c2cnc(Nc3ccc(N4CCN(C)CC4)cc3)nc2n1-c1cccc(C(C)(C)O)n1. Cell line: A2058. Synergy scores: synergy=-5.77. (8) Drug 1: COc1cc(C2c3cc4c(cc3C(OC3OC5COC(C)OC5C(O)C3O)C3COC(=O)C23)OCO4)cc(OC)c1O. Drug 2: Cn1cc(-c2cnn3c(N)c(Br)c(C4CCCNC4)nc23)cn1. Cell line: OVCAR3. Synergy scores: synergy=78.9.